From a dataset of Forward reaction prediction with 1.9M reactions from USPTO patents (1976-2016). Predict the product of the given reaction. Given the reactants Cl[C:2]1[N:7]=[C:6]([C:8]2[CH:13]=[CH:12][C:11]([Cl:14])=[C:10]([CH3:15])[CH:9]=2)[CH:5]=[C:4]([CH3:16])[N:3]=1.[I:17][C:18]1[N:19]=[CH:20][NH:21][CH:22]=1, predict the reaction product. The product is: [Cl:14][C:11]1[CH:12]=[CH:13][C:8]([C:6]2[CH:5]=[C:4]([CH3:16])[N:3]=[C:2]([N:21]3[CH:22]=[C:18]([I:17])[N:19]=[CH:20]3)[N:7]=2)=[CH:9][C:10]=1[CH3:15].